This data is from Forward reaction prediction with 1.9M reactions from USPTO patents (1976-2016). The task is: Predict the product of the given reaction. Given the reactants [F:1][C:2]1([F:31])[CH2:7][CH2:6][N:5]([C:8]([C:10]2[CH:18]=[CH:17][C:16]3[N:15]([CH3:19])[C:14]4[CH2:20][CH2:21][N:22](C(OC(C)(C)C)=O)[CH2:23][C:13]=4[C:12]=3[CH:11]=2)=[O:9])[CH2:4][CH2:3]1.[ClH:32], predict the reaction product. The product is: [F:31][C:2]1([F:1])[CH2:7][CH2:6][N:5]([C:8]([C:10]2[CH:18]=[CH:17][C:16]3[N:15]([CH3:19])[C:14]4[CH2:20][CH2:21][NH:22][CH2:23][C:13]=4[C:12]=3[CH:11]=2)=[O:9])[CH2:4][CH2:3]1.[ClH:32].